This data is from Catalyst prediction with 721,799 reactions and 888 catalyst types from USPTO. The task is: Predict which catalyst facilitates the given reaction. Reactant: [F:1][C:2]1[CH:10]=[CH:9][C:5]([C:6]([OH:8])=O)=[CH:4][CH:3]=1.C(C1NC=CN=1)(C1NC=CN=1)=O.[Cl:23][C:24]1[CH:43]=[CH:42][C:27]2[NH:28][C:29]([C:31]3[CH:41]=[CH:40][C:34](/[C:35](=[N:38]/[H])/[NH:36]O)=[CH:33][CH:32]=3)=[N:30][C:26]=2[CH:25]=1. Product: [Cl:23][C:24]1[CH:43]=[CH:42][C:27]2[NH:28][C:29]([C:31]3[CH:32]=[CH:33][C:34]([C:35]4[N:38]=[C:6]([C:5]5[CH:4]=[CH:3][C:2]([F:1])=[CH:10][CH:9]=5)[O:8][N:36]=4)=[CH:40][CH:41]=3)=[N:30][C:26]=2[CH:25]=1. The catalyst class is: 3.